Task: Predict which catalyst facilitates the given reaction.. Dataset: Catalyst prediction with 721,799 reactions and 888 catalyst types from USPTO (1) Product: [OH:2][CH2:1][CH2:3][NH:4][S:9]([CH2:8][CH2:7][C:6]([F:5])([C:13]([F:14])([F:15])[F:16])[C:17]([F:18])([F:19])[F:20])(=[O:11])=[O:10]. The catalyst class is: 2. Reactant: [CH2:1]([CH2:3][NH2:4])[OH:2].[F:5][C:6]([C:17]([F:20])([F:19])[F:18])([C:13]([F:16])([F:15])[F:14])[CH2:7][CH2:8][S:9](Cl)(=[O:11])=[O:10]. (2) Reactant: [C:1]([C:3]1[CH:23]=[C:22]([C:24]2[N:29]=[C:28]([NH:30][C:31]3[CH:36]=[CH:35][C:34]([N:37]4[CH2:42][CH2:41][N:40]([CH:43]5[CH2:46][O:45][CH2:44]5)[CH2:39][CH2:38]4)=[CH:33][CH:32]=3)[N:27]=[CH:26][N:25]=2)[CH:21]=[CH:20][C:4]=1[O:5][C@H:6]1[CH2:11][CH2:10][N:9](C(OC(C)(C)C)=O)[CH2:8][C@H:7]1[F:19])#[N:2]. Product: [F:19][C@H:7]1[C@@H:6]([O:5][C:4]2[CH:20]=[CH:21][C:22]([C:24]3[N:29]=[C:28]([NH:30][C:31]4[CH:36]=[CH:35][C:34]([N:37]5[CH2:38][CH2:39][N:40]([CH:43]6[CH2:46][O:45][CH2:44]6)[CH2:41][CH2:42]5)=[CH:33][CH:32]=4)[N:27]=[CH:26][N:25]=3)=[CH:23][C:3]=2[C:1]#[N:2])[CH2:11][CH2:10][NH:9][CH2:8]1. The catalyst class is: 137. (3) Reactant: [Br:1][C:2]1[CH:7]=[C:6]([CH3:8])[C:5]([C:9]2[CH:10]=[C:11]([C:27]([NH2:29])=[O:28])[N:12]3[C:17]([NH:18][CH:19]([CH2:23][CH2:24][CH3:25])[CH2:20][CH2:21][CH3:22])=[CH:16][C:15]([CH3:26])=[N:14][C:13]=23)=[C:4]([CH3:30])[CH:3]=1.[ClH:31].C(OCC)(=O)C. Product: [ClH:31].[Br:1][C:2]1[CH:7]=[C:6]([CH3:8])[C:5]([C:9]2[CH:10]=[C:11]([C:27]([NH2:29])=[O:28])[N:12]3[C:17]([NH:18][CH:19]([CH2:23][CH2:24][CH3:25])[CH2:20][CH2:21][CH3:22])=[CH:16][C:15]([CH3:26])=[N:14][C:13]=23)=[C:4]([CH3:30])[CH:3]=1. The catalyst class is: 8. (4) Reactant: [Br:1][C:2]1[CH:3]=[C:4]2[C:9](=[CH:10][CH:11]=1)[N:8]([C:12](=O)[CH2:13][N:14]([CH2:16][CH3:17])[CH3:15])[CH2:7][CH2:6][CH2:5]2. Product: [Br:1][C:2]1[CH:3]=[C:4]2[C:9](=[CH:10][CH:11]=1)[N:8]([CH2:12][CH2:13][N:14]([CH2:16][CH3:17])[CH3:15])[CH2:7][CH2:6][CH2:5]2. The catalyst class is: 36. (5) Reactant: [CH2:1]([O:7][C:8]1[CH:16]=[CH:15][C:11]([C:12]([OH:14])=[O:13])=[CH:10][CH:9]=1)[CH2:2][CH2:3][CH2:4][CH2:5][CH3:6].C(Cl)(=O)C(Cl)=O.O[C:24]1[CH:59]=[CH:58][C:27]([CH2:28][N:29]([CH2:50][C:51]([O:53]C(C)(C)C)=[O:52])[C:30](=[O:49])[C:31]2[CH:36]=[CH:35][C:34]([NH:37][C:38](=[O:48])[CH2:39][C:40]3[CH:45]=[CH:44][C:43]([O:46][CH3:47])=[CH:42][CH:41]=3)=[CH:33][CH:32]=2)=[CH:26][CH:25]=1.C(O)(C(F)(F)F)=O. Product: [CH2:1]([O:7][C:8]1[CH:9]=[CH:10][C:11]([C:12]([O:14][C:24]2[CH:59]=[CH:58][C:27]([CH2:28][N:29]([CH2:50][C:51]([OH:53])=[O:52])[C:30](=[O:49])[C:31]3[CH:32]=[CH:33][C:34]([NH:37][C:38](=[O:48])[CH2:39][C:40]4[CH:45]=[CH:44][C:43]([O:46][CH3:47])=[CH:42][CH:41]=4)=[CH:35][CH:36]=3)=[CH:26][CH:25]=2)=[O:13])=[CH:15][CH:16]=1)[CH2:2][CH2:3][CH2:4][CH2:5][CH3:6]. The catalyst class is: 59. (6) Reactant: CN(C(ON1N=NC2C=CC=NC1=2)=[N+](C)C)C.F[P-](F)(F)(F)(F)F.[CH3:25][O:26][C:27]1[CH:32]=[CH:31][C:30]([C:33]2[CH:38]=[CH:37][C:36]([C:39]([OH:41])=O)=[C:35]([N+:42]([O-:44])=[O:43])[CH:34]=2)=[CH:29][CH:28]=1.Cl.[CH3:46][C:47]([O:50][C@H:51]([CH3:58])[C@@H:52]([C:54]([O:56][CH3:57])=[O:55])[NH2:53])([CH3:49])[CH3:48].C(N(C(C)C)CC)(C)C. Product: [CH3:49][C:47]([O:50][C@H:51]([CH3:58])[C@@H:52]([C:54]([O:56][CH3:57])=[O:55])[NH:53][C:39]([C:36]1[CH:37]=[CH:38][C:33]([C:30]2[CH:29]=[CH:28][C:27]([O:26][CH3:25])=[CH:32][CH:31]=2)=[CH:34][C:35]=1[N+:42]([O-:44])=[O:43])=[O:41])([CH3:46])[CH3:48]. The catalyst class is: 39. (7) Reactant: [CH3:1][C:2]1[C:10]2[C:9](=[O:11])[NH:8][CH:7]=[N:6][C:5]=2[S:4][C:3]=1[C:12]([OH:14])=O.C(Cl)Cl.C(Cl)CCl.[C:22]1([N:28]2[CH2:33][CH2:32][NH:31][CH2:30][CH2:29]2)[CH:27]=[CH:26][CH:25]=[CH:24][CH:23]=1. Product: [CH3:1][C:2]1[C:10]2[C:9](=[O:11])[NH:8][CH:7]=[N:6][C:5]=2[S:4][C:3]=1[C:12]([N:31]1[CH2:32][CH2:33][N:28]([C:22]2[CH:27]=[CH:26][CH:25]=[CH:24][CH:23]=2)[CH2:29][CH2:30]1)=[O:14]. The catalyst class is: 241. (8) The catalyst class is: 73. Product: [CH:1]1([CH2:7][NH:8][CH2:9][C:10]2[S:14][C:13]([C:19]3[CH:20]=[C:21]4[C:25](=[C:26]([C:28]([NH2:30])=[O:29])[CH:27]=3)[NH:24][CH:23]=[C:22]4[CH:31]3[CH2:32][CH2:33][N:34]([S:37]([CH2:40][CH3:41])(=[O:38])=[O:39])[CH2:35][CH2:36]3)=[CH:12][CH:11]=2)[CH2:6][CH2:5][CH2:4][CH2:3][CH2:2]1. Reactant: [CH:1]1([CH2:7][NH:8][CH2:9][C:10]2[S:14][C:13](B(O)O)=[CH:12][CH:11]=2)[CH2:6][CH2:5][CH2:4][CH2:3][CH2:2]1.Br[C:19]1[CH:20]=[C:21]2[C:25](=[C:26]([C:28]([NH2:30])=[O:29])[CH:27]=1)[NH:24][CH:23]=[C:22]2[CH:31]1[CH2:36][CH2:35][N:34]([S:37]([CH2:40][CH3:41])(=[O:39])=[O:38])[CH2:33][CH2:32]1.C([O-])([O-])=O.[K+].[K+]. (9) The catalyst class is: 1. Reactant: [CH3:1][O:2][C:3]([C:5]1[S:6][C:7]([C:27]#[C:28][C:29]([CH3:32])([CH3:31])[CH3:30])=[CH:8][C:9]=1[N:10]([CH:20]1[CH2:25][CH2:24][CH:23](O)[CH2:22][CH2:21]1)[C:11]([CH:13]1[CH2:18][CH2:17][CH:16]([CH3:19])[CH2:15][CH2:14]1)=[O:12])=[O:4].[CH3:33][N:34]1[CH:38]=[N:37][N:36]=[C:35]1[SH:39].C1(P(C2C=CC=CC=2)C2C=CC=CC=2)C=CC=CC=1.CC(OC(/N=N/C(OC(C)C)=O)=O)C.C(N(CC)CC)C. Product: [CH3:1][O:2][C:3]([C:5]1[S:6][C:7]([C:27]#[C:28][C:29]([CH3:30])([CH3:32])[CH3:31])=[CH:8][C:9]=1[N:10]([C:11]([CH:13]1[CH2:18][CH2:17][CH:16]([CH3:19])[CH2:15][CH2:14]1)=[O:12])[CH:20]1[CH2:25][CH2:24][CH:23]([S:39][C:35]2[N:34]([CH3:33])[CH:38]=[N:37][N:36]=2)[CH2:22][CH2:21]1)=[O:4]. (10) Reactant: C(=O)([O-])[O-].[K+].[K+].[F:7][C:8]1[C:13]([F:14])=[CH:12][C:11]([C:15]2[CH:20]=[CH:19][C:18]([OH:21])=[CH:17][CH:16]=2)=[C:10]([O:22][CH3:23])[CH:9]=1.C(OC([N:31]1[CH2:36][CH2:35][CH2:34][CH:33]([CH2:37]Br)[CH2:32]1)=O)(C)(C)C. Product: [F:7][C:8]1[C:13]([F:14])=[CH:12][C:11]([C:15]2[CH:16]=[CH:17][C:18]([O:21][CH2:37][CH:33]3[CH2:34][CH2:35][CH2:36][NH:31][CH2:32]3)=[CH:19][CH:20]=2)=[C:10]([O:22][CH3:23])[CH:9]=1. The catalyst class is: 18.